Predict the reactants needed to synthesize the given product. From a dataset of Full USPTO retrosynthesis dataset with 1.9M reactions from patents (1976-2016). (1) Given the product [Cl:1][C:2]1[CH:10]=[C:9]([CH:8]=[CH:7][C:3]=1[C:4]([N:33]1[CH2:34][CH2:35][CH2:36][CH:32]1[C:29]1[CH:28]=[CH:27][N:26]=[CH:31][CH:30]=1)=[O:6])[C:11]([NH:13][CH:14]([C:16]1[NH:20][C:19]2[CH:21]=[CH:22][C:23]([Cl:25])=[CH:24][C:18]=2[N:17]=1)[CH3:15])=[O:12], predict the reactants needed to synthesize it. The reactants are: [Cl:1][C:2]1[CH:10]=[C:9]([C:11]([NH:13][CH:14]([C:16]2[NH:20][C:19]3[CH:21]=[CH:22][C:23]([Cl:25])=[CH:24][C:18]=3[N:17]=2)[CH3:15])=[O:12])[CH:8]=[CH:7][C:3]=1[C:4]([OH:6])=O.[N:26]1[CH:31]=[CH:30][C:29]([CH:32]2[CH2:36][CH2:35][CH2:34][NH:33]2)=[CH:28][CH:27]=1.C(N(C(C)C)CC)(C)C.ClCl. (2) Given the product [Cl:1][C:2]1[CH:7]=[CH:6][C:5]([CH2:8][CH2:9][C:10]2[C:18]3[C:13](=[CH:14][CH:15]=[C:16]([NH:19][S:20]([C:23]4[CH:28]=[CH:27][CH:26]=[CH:25][C:24]=4[S:29]([CH3:32])(=[O:31])=[O:30])(=[O:22])=[O:21])[CH:17]=3)[NH:12][N:11]=2)=[CH:4][CH:3]=1, predict the reactants needed to synthesize it. The reactants are: [Cl:1][C:2]1[CH:7]=[CH:6][C:5](/[CH:8]=[CH:9]/[C:10]2[C:18]3[C:13](=[CH:14][CH:15]=[C:16]([NH:19][S:20]([C:23]4[CH:28]=[CH:27][CH:26]=[CH:25][C:24]=4[S:29]([CH3:32])(=[O:31])=[O:30])(=[O:22])=[O:21])[CH:17]=3)[NH:12][N:11]=2)=[CH:4][CH:3]=1. (3) Given the product [NH2:19][CH2:18][C:16]1[CH:15]=[CH:14][C:12]2[N:13]=[C:9]([CH2:8][CH2:7][CH2:6][CH2:5][N:4]([CH2:1][CH2:2][CH3:3])[CH2:31][CH2:32][CH3:33])[N:10]([CH3:30])[C:11]=2[CH:17]=1, predict the reactants needed to synthesize it. The reactants are: [CH2:1]([N:4]([CH2:31][CH2:32][CH3:33])[CH2:5][CH2:6][CH2:7][CH2:8][C:9]1[N:10]([CH3:30])[C:11]2[CH:17]=[C:16]([CH2:18][N:19]3C(=O)C4C(=CC=CC=4)C3=O)[CH:15]=[CH:14][C:12]=2[N:13]=1)[CH2:2][CH3:3]. (4) Given the product [CH3:3][N:4]1[CH2:9][CH2:8][CH:7]([C:10]([OH:12])=[O:11])[CH2:6][CH2:5]1, predict the reactants needed to synthesize it. The reactants are: [OH-].[Na+].[CH3:3][N:4]1[CH2:9][CH2:8][CH:7]([C:10]([O:12]CC)=[O:11])[CH2:6][CH2:5]1. (5) Given the product [Cl:27][C:23]1[C:24]([CH3:26])=[CH:25][C:20]([O:19][CH2:18][CH2:17][CH2:16][C:7]2[C:6]3[C:10](=[C:2]([C:32]4[CH:33]=[N:34][CH:35]=[CH:36][C:31]=4[O:30][CH3:29])[CH:3]=[CH:4][CH:5]=3)[NH:9][C:8]=2[C:11]([O:13][CH2:14][CH3:15])=[O:12])=[CH:21][C:22]=1[CH3:28], predict the reactants needed to synthesize it. The reactants are: Br[C:2]1[CH:3]=[CH:4][CH:5]=[C:6]2[C:10]=1[NH:9][C:8]([C:11]([O:13][CH2:14][CH3:15])=[O:12])=[C:7]2[CH2:16][CH2:17][CH2:18][O:19][C:20]1[CH:25]=[C:24]([CH3:26])[C:23]([Cl:27])=[C:22]([CH3:28])[CH:21]=1.[CH3:29][O:30][C:31]1[CH:36]=[CH:35][N:34]=[CH:33][C:32]=1B(O)O. (6) Given the product [CH2:37]([C@H:12]1[CH2:13][C@H:9]([CH2:8][C:7]2[CH:6]=[CH:5][C:4]([N+:1]([O-:3])=[O:2])=[CH:23][CH:22]=2)[N:10]([C:15]([O:17][C:18]([CH3:20])([CH3:19])[CH3:21])=[O:16])[C:11]1=[O:14])[CH:36]=[CH2:35], predict the reactants needed to synthesize it. The reactants are: [N+:1]([C:4]1[CH:23]=[CH:22][C:7]([CH2:8][C@H:9]2[CH2:13][CH2:12][C:11](=[O:14])[N:10]2[C:15]([O:17][C:18]([CH3:21])([CH3:20])[CH3:19])=[O:16])=[CH:6][CH:5]=1)([O-:3])=[O:2].[Li+].C[Si]([N-][Si](C)(C)C)(C)C.I[CH2:35][CH:36]=[CH2:37]. (7) Given the product [ClH:45].[ClH:45].[N:23]1[CH:24]=[CH:25][CH:26]=[CH:27][C:22]=1[NH:21][C:20]([C:19]1[N:18]=[C:17]([C:29]([F:30])([F:31])[F:32])[N:14]2[CH2:15][CH2:16][N:11]([C:10](=[O:33])[CH2:9][C@H:8]([NH2:7])[CH2:34][C:35]3[CH:40]=[C:39]([F:41])[C:38]([F:42])=[CH:37][C:36]=3[F:43])[CH2:12][C:13]=12)=[O:28], predict the reactants needed to synthesize it. The reactants are: C(OC(=O)[NH:7][C@H:8]([CH2:34][C:35]1[CH:40]=[C:39]([F:41])[C:38]([F:42])=[CH:37][C:36]=1[F:43])[CH2:9][C:10](=[O:33])[N:11]1[CH2:16][CH2:15][N:14]2[C:17]([C:29]([F:32])([F:31])[F:30])=[N:18][C:19]([C:20](=[O:28])[NH:21][C:22]3[CH:27]=[CH:26][CH:25]=[CH:24][N:23]=3)=[C:13]2[CH2:12]1)(C)(C)C.[ClH:45].